Dataset: Merck oncology drug combination screen with 23,052 pairs across 39 cell lines. Task: Regression. Given two drug SMILES strings and cell line genomic features, predict the synergy score measuring deviation from expected non-interaction effect. (1) Drug 1: O=C(NOCC(O)CO)c1ccc(F)c(F)c1Nc1ccc(I)cc1F. Drug 2: COC1CC2CCC(C)C(O)(O2)C(=O)C(=O)N2CCCCC2C(=O)OC(C(C)CC2CCC(OP(C)(C)=O)C(OC)C2)CC(=O)C(C)C=C(C)C(O)C(OC)C(=O)C(C)CC(C)C=CC=CC=C1C. Cell line: NCIH1650. Synergy scores: synergy=24.2. (2) Drug 1: CN(Cc1cnc2nc(N)nc(N)c2n1)c1ccc(C(=O)NC(CCC(=O)O)C(=O)O)cc1. Drug 2: Cn1cc(-c2cnn3c(N)c(Br)c(C4CCCNC4)nc23)cn1. Cell line: RPMI7951. Synergy scores: synergy=-13.1.